From a dataset of Forward reaction prediction with 1.9M reactions from USPTO patents (1976-2016). Predict the product of the given reaction. (1) Given the reactants [C:1]([C:5]1[CH:29]=[CH:28][C:8]([CH2:9][S:10][C:11]2[O:12][C:13]3[C:18]([C:19](=[O:22])[C:20]=2[CH3:21])=[C:17]([O:23]C(C)(C)C)[CH:16]=[CH:15][CH:14]=3)=[CH:7][CH:6]=1)([CH3:4])([CH3:3])[CH3:2].FC(F)(F)C(O)=O, predict the reaction product. The product is: [C:1]([C:5]1[CH:29]=[CH:28][C:8]([CH2:9][S:10][C:11]2[O:12][C:13]3[C:18]([C:19](=[O:22])[C:20]=2[CH3:21])=[C:17]([OH:23])[CH:16]=[CH:15][CH:14]=3)=[CH:7][CH:6]=1)([CH3:2])([CH3:3])[CH3:4]. (2) Given the reactants [CH:1]1([CH2:4][O:5][C:6]2[CH:29]=[CH:28][C:9]3[C:10]([CH2:13][CH2:14][CH:15]4[CH2:20][CH2:19][N:18]([C:21]([O:23][C:24]([CH3:27])([CH3:26])[CH3:25])=[O:22])[CH2:17][CH2:16]4)=[N:11][O:12][C:8]=3[C:7]=2[CH2:30]O)[CH2:3][CH2:2]1.CS(Cl)(=O)=O.[CH3:37][NH:38][CH3:39].[Cl-].[Na+], predict the reaction product. The product is: [CH:1]1([CH2:4][O:5][C:6]2[CH:29]=[CH:28][C:9]3[C:10]([CH2:13][CH2:14][CH:15]4[CH2:16][CH2:17][N:18]([C:21]([O:23][C:24]([CH3:27])([CH3:26])[CH3:25])=[O:22])[CH2:19][CH2:20]4)=[N:11][O:12][C:8]=3[C:7]=2[CH2:30][N:38]([CH3:39])[CH3:37])[CH2:2][CH2:3]1. (3) Given the reactants Br[C:2]1[C:3]([O:8][C:9]2[CH:14]=[CH:13][C:12]([NH:15][C:16]3[S:17][C:18]4[CH:24]=[CH:23][CH:22]=[CH:21][C:19]=4[N:20]=3)=[CH:11][CH:10]=2)=[N:4][CH:5]=[CH:6][CH:7]=1.C1(N(C)C2CCCCC2)CCCCC1.[O:39]1[CH:44]=[CH:43][CH2:42][CH2:41][CH2:40]1, predict the reaction product. The product is: [O:39]1[CH:40]=[CH:41][CH2:42][CH2:43][CH:44]1[C:2]1[C:3]([O:8][C:9]2[CH:14]=[CH:13][C:12]([NH:15][C:16]3[S:17][C:18]4[CH:24]=[CH:23][CH:22]=[CH:21][C:19]=4[N:20]=3)=[CH:11][CH:10]=2)=[N:4][CH:5]=[CH:6][CH:7]=1. (4) Given the reactants [Br:1][C:2]1[CH:3]=[C:4]([NH2:23])[C:5]([NH:10][CH2:11][C:12]2[CH:22]=[CH:21][C:15]3[N:16]=[C:17]([S:19][CH3:20])[S:18][C:14]=3[CH:13]=2)=[CH:6][C:7]=1[O:8][CH3:9].[CH2:24](OC(OCC)OCC)C, predict the reaction product. The product is: [Br:1][C:2]1[C:7]([O:8][CH3:9])=[CH:6][C:5]2[N:10]([CH2:11][C:12]3[CH:22]=[CH:21][C:15]4[N:16]=[C:17]([S:19][CH3:20])[S:18][C:14]=4[CH:13]=3)[CH:24]=[N:23][C:4]=2[CH:3]=1. (5) Given the reactants C(N(C(C)C)CC)(C)C.[CH2:10]([O:17][C:18]1[CH:27]=[C:26]2[C:21]([C:22](=O)[NH:23][CH:24]=[N:25]2)=[C:20]([O:29][CH:30]2[CH2:35][CH2:34][O:33][CH2:32][CH2:31]2)[CH:19]=1)[C:11]1[CH:16]=[CH:15][CH:14]=[CH:13][CH:12]=1.P(Cl)(Cl)(Cl)=O.[Cl:41][C:42]1[CH:43]=[C:44]([CH:46]=[CH:47][C:48]=1[F:49])[NH2:45], predict the reaction product. The product is: [CH2:10]([O:17][C:18]1[CH:27]=[C:26]2[C:21]([C:22]([NH:45][C:44]3[CH:46]=[CH:47][C:48]([F:49])=[C:42]([Cl:41])[CH:43]=3)=[N:23][CH:24]=[N:25]2)=[C:20]([O:29][CH:30]2[CH2:35][CH2:34][O:33][CH2:32][CH2:31]2)[CH:19]=1)[C:11]1[CH:16]=[CH:15][CH:14]=[CH:13][CH:12]=1. (6) Given the reactants I[C:2]1[C:10]2[C:5](=[CH:6][CH:7]=[C:8]([NH:11][C:12](=[O:24])[CH:13]([N:19]3[CH2:23][CH2:22][CH2:21][CH2:20]3)[C:14]3[CH:18]=[CH:17][S:16][CH:15]=3)[CH:9]=2)[NH:4][N:3]=1.CC1(C)C(C)(C)OB([C:33]2[CH:34]=[C:35]([CH:43]=[CH:44][CH:45]=2)[CH2:36][N:37]2[CH2:42][CH2:41][O:40][CH2:39][CH2:38]2)O1.C([O-])([O-])=O.[Na+].[Na+], predict the reaction product. The product is: [O:40]1[CH2:41][CH2:42][N:37]([CH2:36][C:35]2[CH:43]=[C:44]([C:2]3[C:10]4[C:5](=[CH:6][CH:7]=[C:8]([NH:11][C:12](=[O:24])[CH:13]([N:19]5[CH2:23][CH2:22][CH2:21][CH2:20]5)[C:14]5[CH:18]=[CH:17][S:16][CH:15]=5)[CH:9]=4)[NH:4][N:3]=3)[CH:45]=[CH:33][CH:34]=2)[CH2:38][CH2:39]1.